This data is from Forward reaction prediction with 1.9M reactions from USPTO patents (1976-2016). The task is: Predict the product of the given reaction. (1) Given the reactants [S:1]1[CH:5]=[C:4]([C:6]2[N:7]=[CH:8][N:9]3[CH:13]=[CH:12][S:11][C:10]=23)[N:3]=[CH:2]1.[CH2:14]([Sn:18](Cl)([CH2:23][CH2:24][CH2:25][CH3:26])[CH2:19][CH2:20][CH2:21][CH3:22])[CH2:15][CH2:16][CH3:17].C[Si]([N-][Si](C)(C)C)(C)C.[Li+].C1COCC1.[Cl-].[Na+], predict the reaction product. The product is: [S:1]1[CH:5]=[C:4]([C:6]2[N:7]=[CH:8][N:9]3[CH:13]=[C:12]([Sn:18]([CH2:19][CH2:20][CH2:21][CH3:22])([CH2:23][CH2:24][CH2:25][CH3:26])[CH2:14][CH2:15][CH2:16][CH3:17])[S:11][C:10]=23)[N:3]=[CH:2]1. (2) Given the reactants Br[C:2]1[N:3]=[C:4]([C:20]2[C:21]([CH3:36])=[N:22][N:23]3[CH:28]=[CH:27][C:26]([CH:29]([O:33][CH2:34][CH3:35])[O:30][CH2:31][CH3:32])=[CH:25][C:24]=23)[S:5][C:6]=1[C:7]1[N:11]=[CH:10][N:9]([CH2:12][O:13][CH2:14][CH2:15][Si:16]([CH3:19])([CH3:18])[CH3:17])[N:8]=1.[Cl-].[Cl:38][C:39]1[CH:46]=[CH:45][C:42]([CH2:43][Zn+])=[CH:41][CH:40]=1.O1CCCC1, predict the reaction product. The product is: [Cl:38][C:39]1[CH:46]=[CH:45][C:42]([CH2:43][C:2]2[N:3]=[C:4]([C:20]3[C:21]([CH3:36])=[N:22][N:23]4[CH:28]=[CH:27][C:26]([CH:29]([O:33][CH2:34][CH3:35])[O:30][CH2:31][CH3:32])=[CH:25][C:24]=34)[S:5][C:6]=2[C:7]2[N:11]=[CH:10][N:9]([CH2:12][O:13][CH2:14][CH2:15][Si:16]([CH3:19])([CH3:18])[CH3:17])[N:8]=2)=[CH:41][CH:40]=1. (3) Given the reactants [Cl:1][C:2]1[N:3]=[CH:4][N:5]([C:7]2[CH:12]=[CH:11][C:10]([NH:13][C:14]3[N:15]=[C:16]([N:32]4[CH2:36][CH2:35][C:34]([F:38])([F:37])[CH2:33]4)[C:17]4[CH2:22][CH2:21][CH:20]([C:23]5[CH:28]=[C:27]([F:29])[C:26]([F:30])=[C:25]([F:31])[CH:24]=5)[C:18]=4[N:19]=3)=[CH:9][C:8]=2[O:39][CH3:40])[CH:6]=1, predict the reaction product. The product is: [Cl:1][C:2]1[N:3]=[CH:4][N:5]([C:7]2[CH:12]=[CH:11][C:10]([NH:13][C:14]3[N:15]=[C:16]([N:32]4[CH2:36][CH2:35][C:34]([F:37])([F:38])[CH2:33]4)[C:17]4[CH2:22][CH2:21][C@H:20]([C:23]5[CH:28]=[C:27]([F:29])[C:26]([F:30])=[C:25]([F:31])[CH:24]=5)[C:18]=4[N:19]=3)=[CH:9][C:8]=2[O:39][CH3:40])[CH:6]=1. (4) Given the reactants N1([C:7]2[CH:12]=[C:11]([C:13]([F:16])([F:15])[F:14])[N:10]=[CH:9][N:8]=2)CCNCC1.C(OC(N[C@@H]1CC[C@](C(C)C)(C(O)=O)C1)=O)(C)(C)C.F[P-](F)(F)(F)(F)F.N1(O[P+](N(C)C)(N(C)C)N(C)C)C2C=CC=CC=2N=N1.C(N(CC)CC)C.C(Cl)[Cl:71], predict the reaction product. The product is: [Cl:71][C:7]1[CH:12]=[C:11]([C:13]([F:16])([F:15])[F:14])[N:10]=[CH:9][N:8]=1.